Dataset: Reaction yield outcomes from USPTO patents with 853,638 reactions. Task: Predict the reaction yield, written as a fraction of the theoretical maximum amount of product (1.0 means a 100% yield; for example, 0.34 means a 34% yield). (1) The reactants are [F:1][C:2]1[CH:10]=[C:9]2[C:5]([CH:6]=[C:7]([C:11]([CH3:19])([CH3:18])[CH2:12][C:13](OCC)=[O:14])[NH:8]2)=[CH:4][C:3]=1[N+:20]([O-:22])=[O:21].CC(C[AlH]CC(C)C)C. The catalyst is C(Cl)Cl. The product is [F:1][C:2]1[CH:10]=[C:9]2[C:5]([CH:6]=[C:7]([C:11]([CH3:19])([CH3:18])[CH2:12][CH2:13][OH:14])[NH:8]2)=[CH:4][C:3]=1[N+:20]([O-:22])=[O:21]. The yield is 0.220. (2) The reactants are [CH2:1]([N:8]1[C:16]2[C:11](=[CH:12][C:13]([Br:17])=[CH:14][CH:15]=2)[C:10]([C:18]([OH:20])=O)=[N:9]1)[C:2]1[CH:7]=[CH:6][CH:5]=[CH:4][CH:3]=1.Cl.[NH2:22][C@H:23]([C:28]([NH2:30])=[O:29])[C:24]([CH3:27])([CH3:26])[CH3:25].C(N(C(C)C)CC)(C)C.CN(C(ON1N=NC2C=CC=NC1=2)=[N+](C)C)C.F[P-](F)(F)(F)(F)F. The catalyst is C1COCC1. The product is [NH2:30][C:28]([C@@H:23]([NH:22][C:18]([C:10]1[C:11]2[C:16](=[CH:15][CH:14]=[C:13]([Br:17])[CH:12]=2)[N:8]([CH2:1][C:2]2[CH:3]=[CH:4][CH:5]=[CH:6][CH:7]=2)[N:9]=1)=[O:20])[C:24]([CH3:27])([CH3:26])[CH3:25])=[O:29]. The yield is 0.710.